Dataset: Reaction yield outcomes from USPTO patents with 853,638 reactions. Task: Predict the reaction yield, written as a fraction of the theoretical maximum amount of product (1.0 means a 100% yield; for example, 0.34 means a 34% yield). (1) The reactants are [C:1]([C:3]1[C:4]([CH2:19][C:20]2[CH:29]=[CH:28][C:27]3[C:22](=[CH:23][CH:24]=[CH:25][CH:26]=3)[CH:21]=2)=[C:5]([C:14]([O:16][CH2:17][CH3:18])=[O:15])[S:6][C:7]=1[N:8]1[CH2:13][CH2:12][O:11][CH2:10][CH2:9]1)#[N:2].[CH3:30]I. The catalyst is CN(C)C=O. The product is [C:1]([C:3]1[C:4]([CH:19]([C:20]2[CH:29]=[CH:28][C:27]3[C:22](=[CH:23][CH:24]=[CH:25][CH:26]=3)[CH:21]=2)[CH3:30])=[C:5]([C:14]([O:16][CH2:17][CH3:18])=[O:15])[S:6][C:7]=1[N:8]1[CH2:13][CH2:12][O:11][CH2:10][CH2:9]1)#[N:2]. The yield is 0.787. (2) The reactants are [O:1]=[C:2]([CH2:16][C:17]([O:19]C)=O)[C:3](=[CH:8][NH:9][C:10]1[CH:15]=[CH:14][CH:13]=[CH:12][CH:11]=1)[C:4]([O:6]C)=[O:5]. The catalyst is [OH-].[Na+]. The product is [OH:1][C:2]1[C:3]([C:4]([OH:6])=[O:5])=[CH:8][N:9]([C:10]2[CH:15]=[CH:14][CH:13]=[CH:12][CH:11]=2)[C:17](=[O:19])[CH:16]=1. The yield is 0.970. (3) The reactants are [NH:1]1[CH2:5][CH2:4][CH2:3][C@H:2]1[C:6]([OH:8])=[O:7].C([O-])([O-])=O.[Na+].[Na+].[CH3:15][C:16]([O:19][C:20](O[C:20]([O:19][C:16]([CH3:18])([CH3:17])[CH3:15])=[O:21])=[O:21])([CH3:18])[CH3:17]. The catalyst is C1COCC1.O. The product is [C:16]([O:19][C:20]([N:1]1[CH2:5][CH2:4][CH2:3][C@H:2]1[C:6]([OH:8])=[O:7])=[O:21])([CH3:18])([CH3:17])[CH3:15]. The yield is 0.857. (4) The product is [CH3:25][O:24][N:23]([CH3:22])[C:10](=[O:12])[C:9]1[CH:13]=[CH:14][C:15]([C:17]([F:20])([F:19])[F:18])=[N:16][C:8]=1[NH:7][C:1]1[CH:2]=[CH:3][CH:4]=[CH:5][CH:6]=1. The reactants are [C:1]1([NH:7][C:8]2[N:16]=[C:15]([C:17]([F:20])([F:19])[F:18])[CH:14]=[CH:13][C:9]=2[C:10]([OH:12])=O)[CH:6]=[CH:5][CH:4]=[CH:3][CH:2]=1.Cl.[CH3:22][NH:23][O:24][CH3:25].CN(C(ON1N=NC2C=CC=CC1=2)=[N+](C)C)C.F[P-](F)(F)(F)(F)F.C(N(CC)C(C)C)(C)C. The yield is 0.960. The catalyst is C(Cl)Cl.CN(C=O)C. (5) The reactants are [OH-].[Na+].[OH:3][CH2:4][CH:5]1[CH2:10][CH2:9][CH2:8][N:7]([C:11]2[N:16]=[C:15]([C:17]([NH:19][C:20]3[C:29]([CH3:30])=[CH:28][C:23]([C:24]([O:26]C)=[O:25])=[CH:22][C:21]=3[CH3:31])=[O:18])[C:14]([CH3:32])=[CH:13][CH:12]=2)[CH2:6]1.CO. The catalyst is C1COCC1. The product is [OH:3][CH2:4][CH:5]1[CH2:10][CH2:9][CH2:8][N:7]([C:11]2[N:16]=[C:15]([C:17]([NH:19][C:20]3[C:21]([CH3:31])=[CH:22][C:23]([C:24]([OH:26])=[O:25])=[CH:28][C:29]=3[CH3:30])=[O:18])[C:14]([CH3:32])=[CH:13][CH:12]=2)[CH2:6]1. The yield is 0.480. (6) The reactants are [F:1][C:2]1[CH:26]=[C:25]([N+:27]([O-])=O)[CH:24]=[CH:23][C:3]=1[O:4][C:5]1[C:10]2[S:11][C:12]([C:14]3[CH2:19][CH2:18][N:17]([C:20](=[O:22])[CH3:21])[CH2:16][CH:15]=3)=[CH:13][C:9]=2C=[CH:7][CH:6]=1.[NH4+:30].[Cl-].O. The catalyst is CCO.[Fe]. The product is [NH2:27][C:25]1[CH:24]=[CH:23][C:3]([O:4][C:5]2[CH:6]=[CH:7][N:30]=[C:9]3[CH:13]=[C:12]([C:14]4[CH2:19][CH2:18][N:17]([C:20](=[O:22])[CH3:21])[CH2:16][CH:15]=4)[S:11][C:10]=23)=[C:2]([F:1])[CH:26]=1. The yield is 0.770.